From a dataset of Forward reaction prediction with 1.9M reactions from USPTO patents (1976-2016). Predict the product of the given reaction. (1) Given the reactants [Cl:1][C:2]1[C:7]([CH3:8])=[CH:6][CH:5]=[C:4]([Cl:9])[N:3]=1.[N+:10]([O-])([OH:12])=[O:11].[OH-].[Na+], predict the reaction product. The product is: [Cl:1][C:2]1[C:7]([CH3:8])=[CH:6][C:5]([N+:10]([O-:12])=[O:11])=[C:4]([Cl:9])[N:3]=1. (2) Given the reactants BrBr.[C:3]([O:6][C:7]([CH3:10])([CH3:9])[CH3:8])(=[O:5])[CH3:4].[Li+].C[CH:13]([N-:15][CH:16](C)C)C.[Li]C[CH2:21][CH2:22][CH3:23].[CH:24](NC(C)C)(C)C, predict the reaction product. The product is: [CH3:13][N:15]([CH3:16])[C:22]([CH3:21])([CH3:23])/[CH:24]=[CH:4]/[C:3]([O:6][C:7]([CH3:10])([CH3:9])[CH3:8])=[O:5]. (3) Given the reactants O[CH2:2][CH2:3][CH2:4][N:5]([CH3:13])[C:6](=[O:12])[O:7][C:8]([CH3:11])([CH3:10])[CH3:9].C(N(CC)CC)C.CS(Cl)(=O)=O.[CH:26]([NH2:29])([CH3:28])[CH3:27].C(=O)([O-])O.[Na+], predict the reaction product. The product is: [CH:26]([NH:29][CH2:2][CH2:3][CH2:4][N:5]([CH3:13])[C:6](=[O:12])[O:7][C:8]([CH3:11])([CH3:10])[CH3:9])([CH3:28])[CH3:27].